Dataset: Forward reaction prediction with 1.9M reactions from USPTO patents (1976-2016). Task: Predict the product of the given reaction. (1) Given the reactants [NH2:1][C:2]1[C:17]([CH3:18])=[CH:16][C:15](Br)=[CH:14][C:3]=1[C:4]([O:6][CH2:7][C:8]1[CH:13]=[CH:12][CH:11]=[CH:10][CH:9]=1)=[O:5].[Cu](C#N)[C:21]#[N:22], predict the reaction product. The product is: [NH2:1][C:2]1[C:17]([CH3:18])=[CH:16][C:15]([C:21]#[N:22])=[CH:14][C:3]=1[C:4]([O:6][CH2:7][C:8]1[CH:13]=[CH:12][CH:11]=[CH:10][CH:9]=1)=[O:5]. (2) Given the reactants I[C:2]1[CH:3]=[CH:4][C:5]2[N:6]([C:8]([CH:11]([CH3:13])[CH3:12])=[N:9][N:10]=2)[N:7]=1.[F:14][C:15]1[CH:20]=[C:19]([F:21])[CH:18]=[CH:17][C:16]=1[C:22]1[C:26](I)=[C:25]([CH3:28])[O:24][N:23]=1, predict the reaction product. The product is: [F:14][C:15]1[CH:20]=[C:19]([F:21])[CH:18]=[CH:17][C:16]=1[C:22]1[C:26]([C:2]2[CH:3]=[CH:4][C:5]3[N:6]([C:8]([CH:11]([CH3:13])[CH3:12])=[N:9][N:10]=3)[N:7]=2)=[C:25]([CH3:28])[O:24][N:23]=1. (3) Given the reactants [Br:1][C:2]1[N:10]([CH2:11][CH:12]=[C:13]([CH3:15])[CH3:14])[C:9]2[C:8](=[O:16])[NH:7][C:6](=[O:17])[N:5]([CH3:18])[C:4]=2[N:3]=1.[CH2:19](Br)[C:20]([C:22]1[CH:27]=[CH:26][CH:25]=[CH:24][CH:23]=1)=[O:21].C(=O)([O-])[O-].[K+].[K+].CN(C=O)C, predict the reaction product. The product is: [Br:1][C:2]1[N:10]([CH2:11][CH:12]=[C:13]([CH3:15])[CH3:14])[C:9]2[C:8](=[O:16])[N:7]([CH2:19][C:20](=[O:21])[C:22]3[CH:27]=[CH:26][CH:25]=[CH:24][CH:23]=3)[C:6](=[O:17])[N:5]([CH3:18])[C:4]=2[N:3]=1.